From a dataset of Reaction yield outcomes from USPTO patents with 853,638 reactions. Predict the reaction yield, written as a fraction of the theoretical maximum amount of product (1.0 means a 100% yield; for example, 0.34 means a 34% yield). (1) The reactants are [Cl:1][C:2]1[CH:7]=[C:6]([N+:8]([O-:10])=[O:9])[CH:5]=[C:4]([Cl:11])[C:3]=1F.[NH:13]1[CH:17]=[CH:16][CH:15]=[N:14]1.C(=O)([O-])[O-].[K+].[K+]. The catalyst is CN(C=O)C. The product is [Cl:1][C:2]1[CH:7]=[C:6]([N+:8]([O-:10])=[O:9])[CH:5]=[C:4]([Cl:11])[C:3]=1[N:13]1[CH:17]=[CH:16][CH:15]=[N:14]1. The yield is 0.940. (2) The reactants are N[C:2]1[CH:11]=[CH:10][CH:9]=[C:8]2[C:3]=1[CH:4]=[CH:5][CH:6]=[N:7]2.N([O-])=O.[Na+].[OH-].[Na+].[BrH:18]. The catalyst is O. The product is [Br:18][C:2]1[CH:11]=[CH:10][CH:9]=[C:8]2[C:3]=1[CH:4]=[CH:5][CH:6]=[N:7]2. The yield is 0.220. (3) The product is [CH:1]1([CH2:4][CH:5]([C:7]2[NH:15][C:14]3[C:9](=[N:10][CH:11]=[CH:12][C:13]=3[C:16]([OH:18])=[O:17])[CH:8]=2)[OH:6])[CH2:3][CH2:2]1. The reactants are [CH:1]1([CH2:4][CH:5]([C:7]2[NH:15][C:14]3[C:9](=[N:10][CH:11]=[CH:12][C:13]=3[C:16]([O:18]C)=[O:17])[CH:8]=2)[OH:6])[CH2:3][CH2:2]1. The catalyst is C(#N)C.O. The yield is 0.320. (4) The reactants are [Cl:1][C:2]1[CH:12]=[CH:11][CH:10]=[CH:9][C:3]=1[C:4]([CH2:6][C:7]#[N:8])=[O:5].[C:13]1([N:19](C2C=CC=CC=2)[CH:20]=N)[CH:18]=[CH:17][CH:16]=[CH:15][CH:14]=1. The catalyst is C1(C)C=CC=CC=1. The product is [Cl:1][C:2]1[CH:12]=[CH:11][CH:10]=[CH:9][C:3]=1[C:4]([C:6](=[CH:20][NH:19][C:13]1[CH:18]=[CH:17][CH:16]=[CH:15][CH:14]=1)[C:7]#[N:8])=[O:5]. The yield is 0.520. (5) The reactants are Br[C:2]1[CH:9]=[C:8]([F:10])[CH:7]=[C:6]([N:11]2[N:20]=[CH:19][C:18]3[C:13](=[C:14]([F:25])[CH:15]=[C:16]([C:21]([CH3:24])([CH3:23])[CH3:22])[CH:17]=3)[C:12]2=[O:26])[C:3]=1[CH:4]=[O:5].[CH2:27]([C@H:29]1[CH2:34][N:33]([CH:35]2[CH2:38][O:37][CH2:36]2)[CH2:32][CH2:31][N:30]1[C:39]1[CH:40]=[CH:41][C:42]([NH:45][C:46]2[C:47](=[O:62])[N:48]([CH3:61])[CH:49]=[C:50](B3OC(C)(C)C(C)(C)O3)[CH:51]=2)=[N:43][CH:44]=1)[CH3:28].[O-]P([O-])([O-])=O.[K+].[K+].[K+].C([O-])(=O)C.[Na+]. The catalyst is C1C=CC(P(C2C=CC=CC=2)[C-]2C=CC=C2)=CC=1.C1C=CC(P(C2C=CC=CC=2)[C-]2C=CC=C2)=CC=1.Cl[Pd]Cl.[Fe+2].O.C(#N)C. The product is [C:21]([C:16]1[CH:17]=[C:18]2[C:13](=[C:14]([F:25])[CH:15]=1)[C:12](=[O:26])[N:11]([C:6]1[CH:7]=[C:8]([F:10])[CH:9]=[C:2]([C:50]3[CH:51]=[C:46]([NH:45][C:42]4[CH:41]=[CH:40][C:39]([N:30]5[CH2:31][CH2:32][N:33]([CH:35]6[CH2:36][O:37][CH2:38]6)[CH2:34][C@@H:29]5[CH2:27][CH3:28])=[CH:44][N:43]=4)[C:47](=[O:62])[N:48]([CH3:61])[CH:49]=3)[C:3]=1[CH:4]=[O:5])[N:20]=[CH:19]2)([CH3:23])([CH3:22])[CH3:24]. The yield is 0.350. (6) The reactants are [C:1]([OH:6])(=[O:5])C(O)=O.[NH2:7][CH2:8][CH2:9][C@@H:10]([O:14][C:15]1[CH:22]=[C:21]([Cl:23])[CH:20]=[CH:19][C:16]=1[C:17]#[N:18])[CH2:11][O:12]C.[BH4-].[Li+].CO. The catalyst is O1CCCC1. The product is [Cl:23][C:21]1[CH:20]=[CH:19][C:16]([C:17]#[N:18])=[C:15]([CH:22]=1)[O:14][C@@H:10]([CH2:11][OH:12])[CH2:9][CH2:8][NH:7][C:1](=[O:5])[O:6][C:16]([CH3:19])([CH3:17])[CH3:15]. The yield is 0.740. (7) The reactants are Cl[C:2]1[N:10]=[C:9]([Cl:11])[CH:8]=[CH:7][C:3]=1[C:4]([NH2:6])=[O:5].[NH:12]1[CH2:17][CH2:16]C[C@@H:14]([NH:18][C:19](=[O:25])OC(C)(C)C)[CH2:13]1.[C:26](O)(=O)[CH:27]=C. No catalyst specified. The product is [C:19]([NH:18][C@H:14]1[CH2:16][CH2:17][N:12]([C:2]2[N:10]=[C:9]([Cl:11])[CH:8]=[CH:7][C:3]=2[C:4]([NH2:6])=[O:5])[CH2:13]1)(=[O:25])[CH:26]=[CH2:27]. The yield is 0.0380. (8) The reactants are CO[CH:3](OC)[N:4]([CH3:6])[CH3:5].[CH:9]12[CH2:18][CH:13]3[CH2:14][CH:15]([CH2:17][CH:11]([CH2:12]3)[CH:10]1[NH:19][C:20](=[O:29])[CH2:21][C:22]([CH:24]1[CH2:28][CH2:27][CH2:26][CH2:25]1)=[O:23])[CH2:16]2. The catalyst is O1CCOCC1. The product is [CH:9]12[CH2:16][CH:15]3[CH2:14][CH:13]([CH2:12][CH:11]([CH2:17]3)[CH:10]1[NH:19][C:20](=[O:29])/[C:21](/[C:22]([CH:24]1[CH2:28][CH2:27][CH2:26][CH2:25]1)=[O:23])=[CH:3]\[N:4]([CH3:5])[CH3:6])[CH2:18]2. The yield is 0.990.